From a dataset of Catalyst prediction with 721,799 reactions and 888 catalyst types from USPTO. Predict which catalyst facilitates the given reaction. Product: [OH:9][CH2:8][C:7]([C:5]1[O:4][N:3]=[C:2]([NH:1][C:19](=[O:20])[O:21][C:22]2[CH:27]=[CH:26][CH:25]=[CH:24][CH:23]=2)[CH:6]=1)([CH3:11])[CH3:10]. Reactant: [NH2:1][C:2]1[CH:6]=[C:5]([C:7]([CH3:11])([CH3:10])[CH2:8][OH:9])[O:4][N:3]=1.C(=O)([O-])[O-].[K+].[K+].Cl[C:19]([O:21][C:22]1[CH:27]=[CH:26][CH:25]=[CH:24][CH:23]=1)=[O:20]. The catalyst class is: 7.